This data is from Catalyst prediction with 721,799 reactions and 888 catalyst types from USPTO. The task is: Predict which catalyst facilitates the given reaction. (1) Reactant: [H-].[Na+].[CH2:3]([O:6][C:7]1[CH:11]=[C:10]([CH2:12][CH2:13][C:14]([O:16][CH2:17][CH3:18])=[O:15])[NH:9][N:8]=1)[CH2:4][CH3:5].[Cl:19][C:20]1[CH:27]=[CH:26][C:23]([CH2:24]Cl)=[CH:22][CH:21]=1.O. Product: [Cl:19][C:20]1[CH:27]=[CH:26][C:23]([CH2:24][N:9]2[C:10]([CH2:12][CH2:13][C:14]([O:16][CH2:17][CH3:18])=[O:15])=[CH:11][C:7]([O:6][CH2:3][CH2:4][CH3:5])=[N:8]2)=[CH:22][CH:21]=1. The catalyst class is: 9. (2) Reactant: [O:1]1[CH:5]=[CH:4][C:3]([CH2:6][O:7][C:8]2[NH:12][N:11]=[C:10]([NH2:13])[CH:9]=2)=[CH:2]1.Cl[C:15]1[CH:20]=[CH:19][N:18]=[C:17]([NH:21][CH2:22][C:23]2[O:27][N:26]=[C:25]([CH3:28])[CH:24]=2)[N:16]=1. Product: [O:1]1[CH:5]=[CH:4][C:3]([CH2:6][O:7][C:8]2[NH:12][N:11]=[C:10]([NH:13][C:15]3[CH:20]=[CH:19][N:18]=[C:17]([NH:21][CH2:22][C:23]4[O:27][N:26]=[C:25]([CH3:28])[CH:24]=4)[N:16]=3)[CH:9]=2)=[CH:2]1. The catalyst class is: 8. (3) Reactant: [CH3:1][N:2]([CH3:9])[CH:3]1[CH2:7][CH2:6][S:5][C:4]1=[O:8].[OH-:10].[Na+].OP(O)(O)=O.[N:17]1[CH:22]=[CH:21][CH:20]=[CH:19][C:18]=1[S:23][S:23][C:18]1[CH:19]=[CH:20][CH:21]=[CH:22][N:17]=1. Product: [CH3:1][N:2]([CH3:9])[CH:3]([CH2:7][CH2:6][S:5][S:23][C:18]1[CH:19]=[CH:20][CH:21]=[CH:22][N:17]=1)[C:4]([OH:10])=[O:8]. The catalyst class is: 5. (4) Reactant: ClC(Cl)(Cl)[C:3]([C:5]1[N:14]2[C:8]([CH2:9][N:10]([C:19]([C:21]3[CH:33]=[CH:32][C:31]4[C:30]5[C:25](=[CH:26][CH:27]=[CH:28][CH:29]=5)[CH2:24][C:23]=4[CH:22]=3)=[O:20])[C:11]3[CH:18]=[CH:17][CH:16]=[CH:15][C:12]=3[CH2:13]2)=[CH:7][CH:6]=1)=[O:4].[NH2:36][CH2:37][C:38]1[CH:39]=[N:40][CH:41]=[CH:42][CH:43]=1.O. Product: [CH:22]1[C:23]2[CH2:24][C:25]3[C:30](=[CH:29][CH:28]=[CH:27][CH:26]=3)[C:31]=2[CH:32]=[CH:33][C:21]=1[C:19]([N:10]1[C:11]2[CH:18]=[CH:17][CH:16]=[CH:15][C:12]=2[CH2:13][N:14]2[C:5]([C:3]([NH:36][CH2:37][C:38]3[CH:39]=[N:40][CH:41]=[CH:42][CH:43]=3)=[O:4])=[CH:6][CH:7]=[C:8]2[CH2:9]1)=[O:20]. The catalyst class is: 12. (5) Reactant: [CH2:1]([O:8][C:9]([N:11]1[CH2:15][CH2:14][CH2:13][C@H:12]1[C:16]([NH:18][C:19]1[S:20][CH:21]=[C:22]([C:24]2[CH:32]=[CH:31][C:27]([C:28](O)=[O:29])=[CH:26][N:25]=2)[N:23]=1)=[O:17])=[O:10])[C:2]1[CH:7]=[CH:6][CH:5]=[CH:4][CH:3]=1.CN(C(ON1N=NC2[CH:44]=[CH:45][CH:46]=[N:47]C1=2)=[N+](C)C)C.F[P-](F)(F)(F)(F)F.CCN(C(C)C)C(C)C.C1(N)CC1. Product: [CH2:1]([O:8][C:9]([N:11]1[CH2:15][CH2:14][CH2:13][C@H:12]1[C:16](=[O:17])[NH:18][C:19]1[S:20][CH:21]=[C:22]([C:24]2[CH:32]=[CH:31][C:27]([C:28](=[O:29])[NH:47][CH:46]3[CH2:44][CH2:45]3)=[CH:26][N:25]=2)[N:23]=1)=[O:10])[C:2]1[CH:3]=[CH:4][CH:5]=[CH:6][CH:7]=1. The catalyst class is: 3. (6) Reactant: [Br:1][CH2:2][CH2:3][CH2:4][CH2:5][CH2:6][CH2:7][CH2:8][CH2:9][CH2:10][CH2:11][CH2:12][CH:13]=O.[F-:15].[F-:16].[F-].C(N(SN(CC)CC)CC)C. Product: [F:15][CH:13]([F:16])[CH2:12][CH2:11][CH2:10][CH2:9][CH2:8][CH2:7][CH2:6][CH2:5][CH2:4][CH2:3][CH2:2][Br:1]. The catalyst class is: 2. (7) Product: [Cl:1][C:2]1[CH:10]=[C:9]([C:11]([O:13][CH3:14])=[O:12])[CH:8]=[CH:7][C:3]=1[C:4]([O:6][C:21]([CH3:23])([CH3:22])[CH3:20])=[O:5]. Reactant: [Cl:1][C:2]1[CH:10]=[C:9]([C:11]([O:13][CH3:14])=[O:12])[CH:8]=[CH:7][C:3]=1[C:4]([OH:6])=[O:5].S(=O)(=O)(O)O.[CH3:20][C:21](=[CH2:23])[CH3:22]. The catalyst class is: 2.